From a dataset of Full USPTO retrosynthesis dataset with 1.9M reactions from patents (1976-2016). Predict the reactants needed to synthesize the given product. Given the product [Br:1][C:2]1[C:6]([C:7]#[N:8])=[C:5]([N:25]2[CH2:26][CH2:27][O:28][CH:23]([CH2:22][OH:21])[CH2:24]2)[S:4][C:3]=1[C:10]([O:12][CH2:13][CH3:14])=[O:11], predict the reactants needed to synthesize it. The reactants are: [Br:1][C:2]1[C:6]([C:7]#[N:8])=[C:5](Br)[S:4][C:3]=1[C:10]([O:12][CH2:13][CH3:14])=[O:11].C(=O)([O-])[O-].[Cs+].[Cs+].[OH:21][CH2:22][CH:23]1[O:28][CH2:27][CH2:26][NH:25][CH2:24]1.O1CCCC1.